This data is from Forward reaction prediction with 1.9M reactions from USPTO patents (1976-2016). The task is: Predict the product of the given reaction. (1) Given the reactants [CH2:1]([C:8]1[O:12][N:11]=[C:10]([C:13]([NH:15][C@H:16]2[CH2:22][O:21][C:20]3[CH:23]=[CH:24][C:25]([C:27](O)=[O:28])=[CH:26][C:19]=3[N:18]([CH3:30])[C:17]2=[O:31])=[O:14])[CH:9]=1)[C:2]1[CH:7]=[CH:6][CH:5]=[CH:4][CH:3]=1.ClC(N(C)C)=C(C)C.[NH2:40][CH2:41][CH2:42][C:43]#[N:44], predict the reaction product. The product is: [CH2:1]([C:8]1[O:12][N:11]=[C:10]([C:13]([NH:15][C@H:16]2[CH2:22][O:21][C:20]3[CH:23]=[CH:24][C:25]([C:27]([NH:44][CH2:43][CH2:42][C:41]#[N:40])=[O:28])=[CH:26][C:19]=3[N:18]([CH3:30])[C:17]2=[O:31])=[O:14])[CH:9]=1)[C:2]1[CH:7]=[CH:6][CH:5]=[CH:4][CH:3]=1. (2) Given the reactants [SH:1][C:2]1[CH:11]=[CH:10][C:5]([C:6]([O:8][CH3:9])=[O:7])=[CH:4][CH:3]=1.C(=O)([O-])[O-].[K+].[K+].I[CH:19]1[CH2:23][CH2:22][O:21][CH2:20]1, predict the reaction product. The product is: [O:21]1[CH2:22][CH2:23][CH:19]([S:1][C:2]2[CH:3]=[CH:4][C:5]([C:6]([O:8][CH3:9])=[O:7])=[CH:10][CH:11]=2)[CH2:20]1. (3) Given the reactants Br[C:2]1[C:10]([O:11][CH3:12])=[C:9]([C:13]([CH3:16])([CH3:15])[CH3:14])[CH:8]=[C:7]2[C:3]=1[CH2:4][CH:5]([CH3:18])[C:6]2=[O:17].C([O-])([O-])=O.[Na+].[Na+].[C:25]1(B(O)O)[CH:30]=[CH:29][CH:28]=[CH:27][CH:26]=1.O, predict the reaction product. The product is: [C:13]([C:9]1[CH:8]=[C:7]2[C:3]([CH2:4][CH:5]([CH3:18])[C:6]2=[O:17])=[C:2]([C:25]2[CH:30]=[CH:29][CH:28]=[CH:27][CH:26]=2)[C:10]=1[O:11][CH3:12])([CH3:16])([CH3:15])[CH3:14]. (4) Given the reactants [Cl:1][C:2]1[CH:3]=[C:4]([CH:18]=[CH:19][C:20]=1[Cl:21])[O:5][CH:6]([C:12](=[O:17])[C:13]([F:16])([F:15])[F:14])[C:7]([O:9][CH2:10][CH3:11])=[O:8].[NH:22]1[CH:26]=[CH:25][C:24]([C:27](=[NH:29])[NH2:28])=[N:23]1.C(N(CC)C(C)C)(C)C, predict the reaction product. The product is: [Cl:1][C:2]1[CH:3]=[C:4]([CH:18]=[CH:19][C:20]=1[Cl:21])[O:5][CH:6]([C:12](=[O:17])[C:13]([F:15])([F:16])[F:14])[C:7]([O:9][CH2:10][CH3:11])=[O:8].[Cl:1][C:2]1[CH:3]=[C:4]([CH:18]=[CH:19][C:20]=1[Cl:21])[O:5][C:6]1[C:7](=[O:9])[NH:29][C:27]([C:24]2[CH:25]=[CH:26][NH:22][N:23]=2)=[N:28][C:12]=1[C:13]([F:14])([F:15])[F:16].